Dataset: hERG potassium channel inhibition data for cardiac toxicity prediction from Karim et al.. Task: Regression/Classification. Given a drug SMILES string, predict its toxicity properties. Task type varies by dataset: regression for continuous values (e.g., LD50, hERG inhibition percentage) or binary classification for toxic/non-toxic outcomes (e.g., AMES mutagenicity, cardiotoxicity, hepatotoxicity). Dataset: herg_karim. (1) The molecule is Cc1ccc(-n2c(-c3ncccc3Cl)nc(CNC3CCCC3)c2C(C)C)cn1. The result is 1 (blocker). (2) The molecule is C=C(c1ccc(Cl)cc1)C1CCN(CCCCCCC)CC1. The result is 1 (blocker).